This data is from Catalyst prediction with 721,799 reactions and 888 catalyst types from USPTO. The task is: Predict which catalyst facilitates the given reaction. (1) Reactant: [CH2:1]1[C:6]2([CH2:9][CH2:8][CH2:7]2)[CH2:5][CH2:4][O:3][C:2]1=[O:10].[H-].C([Al+]CC(C)C)C(C)C.O1CCCC1.[OH-].[Na+].S([O-])([O-])(=O)=O.[Mg+2]. Product: [CH2:1]1[C:6]2([CH2:9][CH2:8][CH2:7]2)[CH2:5][CH2:4][O:3][CH:2]1[OH:10]. The catalyst class is: 280. (2) The catalyst class is: 10. Reactant: ClC1N=C(Cl)C=CN=1.ClC1N=C(Cl)C=C(Cl)N=1.[Cl:18][C:19]1[N:24]=[C:23](Cl)[CH:22]=[C:21]([C:26]2[CH:31]=[CH:30][C:29]([F:32])=[CH:28][CH:27]=2)[N:20]=1.C(=O)([O-])[O-].[Cs+].[Cs+].[CH3:39][O:40][CH2:41][CH2:42][OH:43]. Product: [Cl:18][C:19]1[N:20]=[C:21]([C:26]2[CH:31]=[CH:30][C:29]([F:32])=[CH:28][CH:27]=2)[CH:22]=[C:23]([O:43][CH2:42][CH2:41][O:40][CH3:39])[N:24]=1. (3) Reactant: C1(P(C2CCCCC2)C2CCCCC2)CCCCC1.[F:20][C:21]1[CH:30]=[C:29](B2OC(C)(C)C(C)(C)O2)[CH:28]=[C:27]2[C:22]=1[N:23]=[CH:24][CH:25]=[N:26]2.[CH3:40][O:41][C:42](=[O:65])[C:43]1[CH:48]=[CH:47][CH:46]=[CH:45][C:44]=1[NH:49][C:50]1[N:54]([C:55]2[CH:60]=[C:59]([F:61])[CH:58]=[CH:57][C:56]=2[F:62])[N:53]=[C:52]([CH3:63])[C:51]=1Br.P([O-])([O-])([O-])=O.[K+].[K+].[K+]. Product: [CH3:40][O:41][C:42](=[O:65])[C:43]1[CH:48]=[CH:47][CH:46]=[CH:45][C:44]=1[NH:49][C:50]1[N:54]([C:55]2[CH:60]=[C:59]([F:61])[CH:58]=[CH:57][C:56]=2[F:62])[N:53]=[C:52]([CH3:63])[C:51]=1[C:29]1[CH:28]=[C:27]2[C:22](=[C:21]([F:20])[CH:30]=1)[N:23]=[CH:24][CH:25]=[N:26]2. The catalyst class is: 127. (4) Reactant: [Cl:1][C:2]1[CH:3]=[C:4]([NH:11][C:12]2[CH:17]=[CH:16][CH:15]=[C:14]([N:18]3[CH2:22][CH2:21][CH2:20][CH:19]3[CH3:23])[N:13]=2)[C:5]2[N:6]([CH:8]=[CH:9][N:10]=2)[N:7]=1.[F:24][C:25]([F:36])([F:35])[C:26]1[CH:31]=[CH:30][CH:29]=[CH:28][C:27]=1B(O)O.CC(C1C=C(C(C)C)C(C2C=CC=CC=2P(C2CCCCC2)C2CCCCC2)=C(C(C)C)C=1)C.C([O-])([O-])=O.[Na+].[Na+]. Product: [ClH:1].[CH3:23][CH:19]1[CH2:20][CH2:21][CH2:22][N:18]1[C:14]1[N:13]=[C:12]([NH:11][C:4]2[C:5]3[N:6]([CH:8]=[CH:9][N:10]=3)[N:7]=[C:2]([C:27]3[CH:28]=[CH:29][CH:30]=[CH:31][C:26]=3[C:25]([F:36])([F:35])[F:24])[CH:3]=2)[CH:17]=[CH:16][CH:15]=1. The catalyst class is: 333. (5) Reactant: FC1(F)CC(C([O:8][C:9]([CH3:12])([CH3:11])[CH3:10])=O)C1.C[Si](C)(C)[N-][Si](C)(C)C.[Na+].[Cl:24][C:25]1[C:26]([O:39][C:40]2[CH:41]=[N:42][C:43](F)=[C:44]([Cl:46])[CH:45]=2)=[CH:27][C:28]([F:38])=[C:29]([CH:37]=1)[C:30]([NH:32][S:33]([CH3:36])(=[O:35])=[O:34])=[O:31]. The catalyst class is: 11. Product: [C:9]([O:8][C:43]1[N:42]=[CH:41][C:40]([O:39][C:26]2[C:25]([Cl:24])=[CH:37][C:29]([C:30]([NH:32][S:33]([CH3:36])(=[O:35])=[O:34])=[O:31])=[C:28]([F:38])[CH:27]=2)=[CH:45][C:44]=1[Cl:46])([CH3:12])([CH3:11])[CH3:10].